From a dataset of Full USPTO retrosynthesis dataset with 1.9M reactions from patents (1976-2016). Predict the reactants needed to synthesize the given product. (1) The reactants are: [Cl:1][C:2]1[C:3]([O:9][CH3:10])=[C:4]([NH2:8])[CH:5]=[CH:6][CH:7]=1.C([N:19]=[C:20]=[S:21])(=O)C1C=CC=CC=1.O. Given the product [Cl:1][C:2]1[C:3]([O:9][CH3:10])=[C:4]([NH:8][C:20]([NH2:19])=[S:21])[CH:5]=[CH:6][CH:7]=1, predict the reactants needed to synthesize it. (2) The reactants are: C([O:8][C:9]([C:11]1[CH:16]=[CH:15][C:14](=[O:17])[N:13]([CH2:18][C:19]([O:21][CH2:22][CH3:23])=[O:20])[CH:12]=1)=[O:10])C1C=CC=CC=1. Given the product [CH2:22]([O:21][C:19]([CH2:18][N:13]1[C:14](=[O:17])[CH:15]=[CH:16][C:11]([C:9]([OH:10])=[O:8])=[CH:12]1)=[O:20])[CH3:23], predict the reactants needed to synthesize it. (3) Given the product [F:8][C:6]1[CH:5]=[C:4]([CH2:9][C@H:10]([NH:25][C:26](=[O:44])[C:27]2[CH:32]=[CH:31][CH:30]=[C:29]([C:33]([N:34]([CH3:42])[CH2:35][C:36]3[S:37][CH:38]=[C:39]([CH3:41])[N:40]=3)=[O:43])[CH:28]=2)[C@H:11]([OH:12])[C@H:13]2[CH2:17][CH2:16][CH2:15][NH:14]2)[CH:3]=[C:2]([F:1])[CH:7]=1, predict the reactants needed to synthesize it. The reactants are: [F:1][C:2]1[CH:3]=[C:4]([CH2:9][C@H:10]([NH:25][C:26](=[O:44])[C:27]2[CH:32]=[CH:31][CH:30]=[C:29]([C:33](=[O:43])[N:34]([CH3:42])[CH2:35][C:36]3[S:37][CH:38]=[C:39]([CH3:41])[N:40]=3)[CH:28]=2)[C@@H:11]([C@H:13]2[CH2:17][CH2:16][CH2:15][N:14]2C(OC(C)(C)C)=O)[OH:12])[CH:5]=[C:6]([F:8])[CH:7]=1.Cl. (4) Given the product [N:15]([CH2:10][CH:8]([C:3]1[CH:4]=[CH:5][CH:6]=[CH:7][C:2]=1[Cl:1])[OH:9])=[N+:16]=[N-:17], predict the reactants needed to synthesize it. The reactants are: [Cl:1][C:2]1[CH:7]=[CH:6][CH:5]=[CH:4][C:3]=1[CH:8]1[CH2:10][O:9]1.C[Si]([N:15]=[N+:16]=[N-:17])(C)C.[F-].C([N+](CCCC)(CCCC)CCCC)CCC.